This data is from Full USPTO retrosynthesis dataset with 1.9M reactions from patents (1976-2016). The task is: Predict the reactants needed to synthesize the given product. (1) The reactants are: [H-].[Na+].[CH3:3][O:4][CH2:5][C:6]1[N:7]([CH2:19][C:20]([CH3:23])([OH:22])[CH3:21])[C:8]2[C:17]3[CH:16]=[CH:15][CH:14]=[CH:13][C:12]=3[N:11]=[CH:10][C:9]=2[N:18]=1.[CH:24]([S:26]([CH3:29])(=[O:28])=[O:27])=[CH2:25].O. Given the product [CH3:3][O:4][CH2:5][C:6]1[N:7]([CH2:19][C:20]([CH3:23])([O:22][CH2:25][CH2:24][S:26]([CH3:29])(=[O:28])=[O:27])[CH3:21])[C:8]2[C:17]3[CH:16]=[CH:15][CH:14]=[CH:13][C:12]=3[N:11]=[CH:10][C:9]=2[N:18]=1, predict the reactants needed to synthesize it. (2) The reactants are: [NH2:1][C@@H:2]1[C:12]2=[C:13]3[C:8](=[CH:9][CH:10]=[C:11]2[F:14])[CH:7]=[CH:6][C:5](=[O:15])[N:4]3[CH2:3]1.[OH2:16]. Given the product [C:8]([O:16][C:5](=[O:15])[NH:4][CH2:3][CH2:2][NH:1][C@@H:2]1[C:12]2=[C:13]3[C:8](=[CH:9][CH:10]=[C:11]2[F:14])[CH:7]=[CH:6][C:5](=[O:15])[N:4]3[CH2:3]1)([CH3:13])([CH3:9])[CH3:7], predict the reactants needed to synthesize it. (3) Given the product [OH:30][C@H:18]([C:19]1[C:27]2[S:26][C:25](=[O:28])[NH:24][C:23]=2[C:22]([OH:29])=[CH:21][CH:20]=1)[CH2:17][N:16]([CH2:15][C:12]1[CH:11]=[CH:10][C:9]([O:8][CH2:7][CH2:6][N:63]2[CH2:62][CH2:61][C:59]3([O:58][CH2:57][CH2:56][N:55]([C:53]([C:51]4[N:52]=[C:48]([CH:45]([CH3:47])[CH3:46])[S:49][CH:50]=4)=[O:54])[CH2:60]3)[CH2:65][CH2:64]2)=[CH:14][CH:13]=1)[C:31](=[O:32])[O:33][C:34]([CH3:37])([CH3:35])[CH3:36], predict the reactants needed to synthesize it. The reactants are: CS(O[CH2:6][CH2:7][O:8][C:9]1[CH:14]=[CH:13][C:12]([CH2:15][N:16]([C:31]([O:33][C:34]([CH3:37])([CH3:36])[CH3:35])=[O:32])[CH2:17][C@H:18]([OH:30])[C:19]2[C:27]3[S:26][C:25](=[O:28])[NH:24][C:23]=3[C:22]([OH:29])=[CH:21][CH:20]=2)=[CH:11][CH:10]=1)(=O)=O.FC(F)(F)C(O)=O.[CH:45]([C:48]1[S:49][CH:50]=[C:51]([C:53]([N:55]2[CH2:60][C:59]3([CH2:65][CH2:64][NH:63][CH2:62][CH2:61]3)[O:58][CH2:57][CH2:56]2)=[O:54])[N:52]=1)([CH3:47])[CH3:46].C(N(CC)CC)C. (4) The reactants are: [Br:1][C:2]1[C:3]([NH:9][C:10]2[CH:15]=[C:14]([O:16][CH3:17])[C:13]([O:18][CH3:19])=[C:12]([O:20][CH3:21])[CH:11]=2)=[N:4][C:5]([Cl:8])=[N:6][CH:7]=1.[NH2:22][C:23]1[CH:28]=[CH:27][C:26]([NH:29][C:30](=[O:32])[CH3:31])=[CH:25][CH:24]=1.Cl.C(OCC)C. Given the product [ClH:8].[Br:1][C:2]1[C:3]([NH:9][C:10]2[CH:15]=[C:14]([O:16][CH3:17])[C:13]([O:18][CH3:19])=[C:12]([O:20][CH3:21])[CH:11]=2)=[N:4][C:5]([NH:22][C:23]2[CH:24]=[CH:25][C:26]([NH:29][C:30](=[O:32])[CH3:31])=[CH:27][CH:28]=2)=[N:6][CH:7]=1, predict the reactants needed to synthesize it. (5) Given the product [Br:26][C:27]1[CH:28]=[C:29]2[NH:34][C:5]([C:4]3[CH:8]=[CH:9][CH:10]=[C:2]([O:1][CH2:17][C:13]4[N:12]([CH3:11])[CH:16]=[CH:15][N:14]=4)[CH:3]=3)=[N:33][C:30]2=[N:31][CH:32]=1, predict the reactants needed to synthesize it. The reactants are: [OH:1][C:2]1[CH:3]=[C:4]([CH:8]=[CH:9][CH:10]=1)[C:5](O)=O.[CH3:11][N:12]1[CH:16]=[CH:15][N:14]=[C:13]1[C:17](Cl)=O.C(=O)([O-])[O-].[K+].[K+].[Br:26][C:27]1[CH:28]=[C:29]([NH2:34])[C:30]([NH2:33])=[N:31][CH:32]=1.